Dataset: Reaction yield outcomes from USPTO patents with 853,638 reactions. Task: Predict the reaction yield, written as a fraction of the theoretical maximum amount of product (1.0 means a 100% yield; for example, 0.34 means a 34% yield). (1) The reactants are [Cl:1][C:2]1[C:7]([F:8])=[C:6]([F:9])[CH:5]=[CH:4][C:3]=1[CH2:10][NH:11][C:12]([CH:14]1[CH2:18][NH:17][C:16](=[O:19])[N:15]1[CH3:20])=[O:13].Br[C:22]1[N:23]=[CH:24][N:25]([CH3:27])[CH:26]=1.P([O-])([O-])([O-])=O.[K+].[K+].[K+].CN(C)[C@@H]1CCCC[C@H]1N. The catalyst is O1CCOCC1.[Cu]I. The product is [Cl:1][C:2]1[C:7]([F:8])=[C:6]([F:9])[CH:5]=[CH:4][C:3]=1[CH2:10][NH:11][C:12]([CH:14]1[CH2:18][N:17]([C:22]2[N:23]=[CH:24][N:25]([CH3:27])[CH:26]=2)[C:16](=[O:19])[N:15]1[CH3:20])=[O:13]. The yield is 0.120. (2) The reactants are [CH3:1][N:2]([CH2:22][C:23]#[CH:24])[C:3](=[O:21])[O:4][CH2:5][C@H:6]([NH:13]C(OC(C)(C)C)=O)[C:7]1[CH:12]=[CH:11][CH:10]=[CH:9][CH:8]=1.C([SiH](CC)CC)C.FC(F)(F)C(O)=O. The catalyst is C(Cl)Cl. The product is [CH3:1][N:2]([CH2:22][C:23]#[CH:24])[C:3](=[O:21])[O:4][CH2:5][C@H:6]([NH2:13])[C:7]1[CH:12]=[CH:11][CH:10]=[CH:9][CH:8]=1. The yield is 0.880. (3) The reactants are [NH:1]1[CH2:6][CH2:5][CH2:4][CH:3]([C:7]([O:9][CH2:10][CH3:11])=[O:8])[CH2:2]1.[C:12]([O:16][CH2:17][CH3:18])(=[O:15])[CH:13]=[CH2:14]. No catalyst specified. The product is [CH2:17]([O:16][C:12]([CH2:13][CH2:14][N:1]1[CH2:6][CH2:5][CH2:4][CH:3]([C:7]([O:9][CH2:10][CH3:11])=[O:8])[CH2:2]1)=[O:15])[CH3:18]. The yield is 0.900.